Task: Predict the reaction yield, written as a fraction of the theoretical maximum amount of product (1.0 means a 100% yield; for example, 0.34 means a 34% yield).. Dataset: Reaction yield outcomes from USPTO patents with 853,638 reactions (1) The reactants are C(OC([NH:8][CH2:9][C:10]1[CH:11]=[N:12][C:13](/[CH:16]=[CH:17]\[CH:18]2[CH2:23][CH2:22][CH2:21][CH2:20][CH2:19]2)=[CH:14][CH:15]=1)=O)(C)(C)C.Cl. The catalyst is CO. The product is [NH2:8][CH2:9][C:10]1[CH:11]=[N:12][C:13](/[CH:16]=[CH:17]\[CH:18]2[CH2:23][CH2:22][CH2:21][CH2:20][CH2:19]2)=[CH:14][CH:15]=1. The yield is 0.800. (2) The reactants are [NH2:1][C:2]1([C:15]([O:17][CH3:18])=[O:16])[CH2:7][CH2:6][N:5]([C:8]([O:10][C:11]([CH3:14])([CH3:13])[CH3:12])=[O:9])[CH2:4][CH2:3]1.C(OC(C1C=N[C:27]2[C:32]([C:33]=1Br)=[N:31][C:30](OC)=[CH:29][CH:28]=2)=O)C.C(O[BH-](O[C:47](=[O:49])[CH3:48])OC(=O)C)(=O)C.[Na+].CN(C=[O:55])C. No catalyst specified. The product is [O:55]1[C:28]2[CH:27]=[C:32]([CH2:33][NH:1][C:2]3([C:15]([O:17][CH3:18])=[O:16])[CH2:3][CH2:4][N:5]([C:8]([O:10][C:11]([CH3:12])([CH3:13])[CH3:14])=[O:9])[CH2:6][CH2:7]3)[N:31]=[CH:30][C:29]=2[O:49][CH2:47][CH2:48]1. The yield is 1.00. (3) The reactants are F[C:2](F)(F)C(O)=O.[CH2:8]([N:15]([Si](C)(C)C)[CH2:16]OC)[C:9]1[CH:14]=[CH:13][CH:12]=[CH:11][CH:10]=1.[F:23][C:24]1[CH:29]=[C:28]([F:30])[CH:27]=[CH:26][C:25]=1/[CH:31]=[CH:32]/[C:33]([O:35][CH3:36])=[O:34]. The catalyst is ClCCl. The product is [CH2:8]([N:15]1[CH2:16][C@@H:31]([C:25]2[CH:26]=[CH:27][C:28]([F:30])=[CH:29][C:24]=2[F:23])[C@H:32]([C:33]([O:35][CH3:36])=[O:34])[CH2:2]1)[C:9]1[CH:10]=[CH:11][CH:12]=[CH:13][CH:14]=1. The yield is 0.710. (4) The reactants are [C:1]([O:5][C:6]([N:8]1[CH2:13][CH2:12][CH:11]([N:14]2[C:18]3=[N:19][CH:20]=[N:21][C:22](Cl)=[C:17]3[CH:16]=[N:15]2)[CH2:10][CH2:9]1)=[O:7])([CH3:4])([CH3:3])[CH3:2].[F:24][C:25]([F:35])([F:34])[O:26][C:27]1[CH:32]=[CH:31][C:30]([OH:33])=[CH:29][CH:28]=1.C(=O)([O-])[O-].[K+].[K+]. No catalyst specified. The product is [C:1]([O:5][C:6]([N:8]1[CH2:13][CH2:12][CH:11]([N:14]2[C:18]3=[N:19][CH:20]=[N:21][C:22]([O:33][C:30]4[CH:31]=[CH:32][C:27]([O:26][C:25]([F:24])([F:34])[F:35])=[CH:28][CH:29]=4)=[C:17]3[CH:16]=[N:15]2)[CH2:10][CH2:9]1)=[O:7])([CH3:4])([CH3:3])[CH3:2]. The yield is 0.300. (5) The reactants are [N:1]([C:4]1[CH:11]=[CH:10][C:7]([C:8]#[N:9])=[C:6]([C:12]([F:15])([F:14])[F:13])[CH:5]=1)=[C:2]=[S:3].[CH3:16][O:17][C:18](=[O:31])[C:19]1[CH:24]=[CH:23][C:22]([NH:25][C:26]([C:29]#N)([CH3:28])[CH3:27])=[CH:21][CH:20]=1.C[OH:33].Cl. The catalyst is CN(C=O)C.O. The product is [CH3:16][O:17][C:18](=[O:31])[C:19]1[CH:24]=[CH:23][C:22]([N:25]2[C:26]([CH3:27])([CH3:28])[C:29](=[O:33])[N:1]([C:4]3[CH:11]=[CH:10][C:7]([C:8]#[N:9])=[C:6]([C:12]([F:13])([F:15])[F:14])[CH:5]=3)[C:2]2=[S:3])=[CH:21][CH:20]=1. The yield is 0.630. (6) The reactants are [N:1]1[CH:6]=[CH:5][CH:4]=[C:3](/[CH:7]=[CH:8]/[CH2:9][CH:10]([OH:12])[CH3:11])[CH:2]=1.[C:13]1([CH3:23])[CH:18]=[CH:17][C:16]([S:19](Cl)(=[O:21])=[O:20])=[CH:15][CH:14]=1. The yield is 0.601. The catalyst is N1C=CC=CC=1. The product is [C:13]1([CH3:23])[CH:18]=[CH:17][C:16]([S:19]([O:12][CH:10]([CH2:9]/[CH:8]=[CH:7]/[C:3]2[CH:2]=[N:1][CH:6]=[CH:5][CH:4]=2)[CH3:11])(=[O:21])=[O:20])=[CH:15][CH:14]=1. (7) The product is [Br:11][C:12]1[CH:19]=[CH:18][C:15]([CH2:16][CH2:3][CH:2]=[CH2:1])=[CH:14][CH:13]=1. The reactants are [CH2:1]([Mg]Cl)[CH:2]=[CH2:3].C1COCC1.[Br:11][C:12]1[CH:19]=[CH:18][C:15]([CH2:16]Br)=[CH:14][CH:13]=1. The yield is 0.960. No catalyst specified.